From a dataset of Reaction yield outcomes from USPTO patents with 853,638 reactions. Predict the reaction yield, written as a fraction of the theoretical maximum amount of product (1.0 means a 100% yield; for example, 0.34 means a 34% yield). The reactants are [C:1]12([C:14]([O:16]C)=[O:15])[CH2:9][CH2:8][C:5]([C:10]([O:12][CH3:13])=[O:11])([CH2:6][CH2:7]1)[CH2:4][CH2:3][CH2:2]2.O.O.O.O.O.O.O.O.[OH-].[Ba+2].[OH-]. The catalyst is CO.O. The product is [CH3:13][O:12][C:10]([C:5]12[CH2:6][CH2:7][C:1]([C:14]([OH:16])=[O:15])([CH2:9][CH2:8]1)[CH2:2][CH2:3][CH2:4]2)=[O:11]. The yield is 0.490.